From a dataset of Full USPTO retrosynthesis dataset with 1.9M reactions from patents (1976-2016). Predict the reactants needed to synthesize the given product. (1) Given the product [NH2:15][C@@H:16]([CH3:31])[C:17]([C:25]1[CH:30]=[CH:29][CH:28]=[CH:27][CH:26]=1)([C:19]1[CH:24]=[CH:23][CH:22]=[CH:21][CH:20]=1)[OH:18].[OH:1][C:2]1[CH:14]=[CH:13][C:5]2[C@H:6]([CH2:9][C:10]([OH:12])=[O:11])[CH2:7][O:8][C:4]=2[CH:3]=1, predict the reactants needed to synthesize it. The reactants are: [OH:1][C:2]1[CH:14]=[CH:13][C:5]2[C:6]([CH2:9][C:10]([OH:12])=[O:11])=[CH:7][O:8][C:4]=2[CH:3]=1.[NH2:15][C@@H:16]([CH3:31])[C:17]([C:25]1[CH:30]=[CH:29][CH:28]=[CH:27][CH:26]=1)([C:19]1[CH:24]=[CH:23][CH:22]=[CH:21][CH:20]=1)[OH:18]. (2) Given the product [F:1][CH:2]([F:29])[C:3]([N:5]1[C@H:9]([CH2:10][F:11])[C@@H:8]([C:12]2[CH:17]=[CH:16][C:15]([C:31]3[CH:36]=[N:35][C:34]([CH2:37][OH:38])=[CH:33][CH:32]=3)=[CH:14][CH:13]=2)[O:7][C:6]1([CH3:27])[CH3:28])=[O:4], predict the reactants needed to synthesize it. The reactants are: [F:1][CH:2]([F:29])[C:3]([N:5]1[C@H:9]([CH2:10][F:11])[C@@H:8]([C:12]2[CH:17]=[CH:16][C:15](B3OC(C)(C)C(C)(C)O3)=[CH:14][CH:13]=2)[O:7][C:6]1([CH3:28])[CH3:27])=[O:4].Br[C:31]1[CH:32]=[CH:33][C:34]([CH2:37][OH:38])=[N:35][CH:36]=1.C(=O)(O)[O-].[Na+]. (3) Given the product [NH2:1][C:2]1[CH:7]=[N:6][C:5]([C:17]#[C:16][CH2:15][O:14][Si:13]([C:9]([CH3:12])([CH3:11])[CH3:10])([CH3:18])[CH3:19])=[CH:4][N:3]=1, predict the reactants needed to synthesize it. The reactants are: [NH2:1][C:2]1[CH:7]=[N:6][C:5](Br)=[CH:4][N:3]=1.[C:9]([Si:13]([CH3:19])([CH3:18])[O:14][CH2:15][C:16]#[CH:17])([CH3:12])([CH3:11])[CH3:10]. (4) Given the product [F:23][C:24]([F:40])([F:41])[C:25]1[CH:30]=[CH:29][CH:28]=[CH:27][C:26]=1[NH:31][C:32]1[CH:33]=[CH:34][C:35]([CH2:36][NH:37][C:13]([C:9]2([N:8]([CH2:16][C:17]3[CH:18]=[CH:19][CH:20]=[CH:21][CH:22]=3)[CH2:1][C:2]3[CH:7]=[CH:6][CH:5]=[CH:4][CH:3]=3)[CH2:10][O:11][CH2:12]2)=[O:15])=[CH:38][CH:39]=1, predict the reactants needed to synthesize it. The reactants are: [CH2:1]([N:8]([CH2:16][C:17]1[CH:22]=[CH:21][CH:20]=[CH:19][CH:18]=1)[C:9]1([C:13]([OH:15])=O)[CH2:12][O:11][CH2:10]1)[C:2]1[CH:7]=[CH:6][CH:5]=[CH:4][CH:3]=1.[F:23][C:24]([F:41])([F:40])[C:25]1[CH:30]=[CH:29][CH:28]=[CH:27][C:26]=1[NH:31][C:32]1[CH:39]=[CH:38][C:35]([CH2:36][NH2:37])=[CH:34][CH:33]=1. (5) Given the product [C:12]([N:4]1[C:5]2[CH:10]=[CH:9][NH:8][C:7](=[O:11])[C:6]=2[C:2]([NH:1][C:22](=[O:29])[C:23]2[CH:28]=[CH:27][CH:26]=[CH:25][CH:24]=2)=[N:3]1)([CH3:15])([CH3:14])[CH3:13], predict the reactants needed to synthesize it. The reactants are: [NH2:1][C:2]1[C:6]2[C:7](=[O:11])[NH:8][CH:9]=[CH:10][C:5]=2[N:4]([C:12]([CH3:15])([CH3:14])[CH3:13])[N:3]=1.N1C=CC=CC=1.[C:22](Cl)(=[O:29])[C:23]1[CH:28]=[CH:27][CH:26]=[CH:25][CH:24]=1. (6) The reactants are: Cl[C:2]1[N:7]=[C:6]2[C:8]3[C:14]([O:15][CH3:16])=[CH:13][CH:12]=[CH:11][C:9]=3[O:10][C:5]2=[CH:4][CH:3]=1.[CH:17]([C:20]1[CH:25]=[CH:24][CH:23]=[C:22]([CH:26]([CH3:28])[CH3:27])[C:21]=1[N:29]1[C:33]2[CH:34]=[CH:35][CH:36]=[CH:37][C:32]=2[N:31]=[C:30]1[C:38]1[CH:43]=[CH:42][CH:41]=[C:40](B2OC(C)(C)C(C)(C)O2)[CH:39]=1)([CH3:19])[CH3:18].P([O-])([O-])([O-])=O.[K+].[K+].[K+].C1(C)C=CC=CC=1. Given the product [CH:17]([C:20]1[CH:25]=[CH:24][CH:23]=[C:22]([CH:26]([CH3:28])[CH3:27])[C:21]=1[N:29]1[C:33]2[CH:34]=[CH:35][CH:36]=[CH:37][C:32]=2[N:31]=[C:30]1[C:38]1[CH:39]=[C:40]([C:2]2[N:7]=[C:6]3[C:8]4[C:14]([O:15][CH3:16])=[CH:13][CH:12]=[CH:11][C:9]=4[O:10][C:5]3=[CH:4][CH:3]=2)[CH:41]=[CH:42][CH:43]=1)([CH3:18])[CH3:19], predict the reactants needed to synthesize it. (7) The reactants are: [NH2:1][C:2]1[N:7]=[C:6]([Cl:8])[C:5]([CH:9]=[O:10])=[C:4]([Cl:11])[N:3]=1.[CH:12]([Mg]Br)=[CH2:13].O.Cl. Given the product [NH2:1][C:2]1[N:3]=[C:4]([Cl:11])[C:5]([CH:9]([OH:10])[CH:12]=[CH2:13])=[C:6]([Cl:8])[N:7]=1, predict the reactants needed to synthesize it.